This data is from Full USPTO retrosynthesis dataset with 1.9M reactions from patents (1976-2016). The task is: Predict the reactants needed to synthesize the given product. Given the product [CH3:40][CH:38]([C:14]1[O:13][N:12]=[C:11]([CH2:10][O:50][C:43]2[C:42]([Cl:41])=[CH:47][C:46]([Cl:48])=[CH:45][C:44]=2[Cl:49])[C:15]=1[CH2:16][O:17][C:18]1[CH:19]=[C:20]2[C:24](=[CH:25][CH:26]=1)[N:23]([CH2:27][C:28]1[CH:29]=[C:30]([CH:35]=[CH:36][CH:37]=1)[C:31]([O:33][CH3:34])=[O:32])[CH:22]=[CH:21]2)[CH3:39], predict the reactants needed to synthesize it. The reactants are: CC1C=CC=C(C)C=1O[CH2:10][C:11]1[C:15]([CH2:16][O:17][C:18]2[CH:19]=[C:20]3[C:24](=[CH:25][CH:26]=2)[N:23]([CH2:27][C:28]2[CH:29]=[C:30]([CH:35]=[CH:36][CH:37]=2)[C:31]([O:33][CH3:34])=[O:32])[CH:22]=[CH:21]3)=[C:14]([CH:38]([CH3:40])[CH3:39])[O:13][N:12]=1.[Cl:41][C:42]1[CH:47]=[C:46]([Cl:48])[CH:45]=[C:44]([Cl:49])[C:43]=1[OH:50].